Dataset: Reaction yield outcomes from USPTO patents with 853,638 reactions. Task: Predict the reaction yield, written as a fraction of the theoretical maximum amount of product (1.0 means a 100% yield; for example, 0.34 means a 34% yield). (1) The reactants are [Br:1][C:2]1[CH:3]=[C:4]([CH:8]=[CH:9][C:10]=1[C:11]([O:13][CH3:14])=[O:12])[C:5]([OH:7])=[O:6].O[N:16]1[C:20](=[O:21])[CH2:19][CH2:18][C:17]1=[O:22].Cl.CN(C)CCCN=C=NCC.O. The catalyst is O1CCCC1. The product is [CH3:14][O:13][C:11](=[O:12])[C:10]1[CH:9]=[CH:8][C:4]([C:5]([O:7][N:16]2[C:20](=[O:21])[CH2:19][CH2:18][C:17]2=[O:22])=[O:6])=[CH:3][C:2]=1[Br:1]. The yield is 1.00. (2) The reactants are C(OC(=O)[NH:10][C:11]1([CH3:21])[CH2:20][CH2:19][C:14]2([O:18][CH2:17][CH2:16][O:15]2)[CH2:13][CH2:12]1)C1C=CC=CC=1. The catalyst is CO.[Pd]. The product is [CH3:21][C:11]1([NH2:10])[CH2:20][CH2:19][C:14]2([O:15][CH2:16][CH2:17][O:18]2)[CH2:13][CH2:12]1. The yield is 1.00. (3) The yield is 0.560. The reactants are Br[CH:2]1[CH2:20][CH2:19][C:5]2=[CH:6][C:7]3[C:8]4[CH:17]=[CH:16][C:15]([Cl:18])=[CH:14][C:9]=4[CH2:10][O:11][C:12]=3[CH:13]=[C:4]2[C:3]1=[O:21].[C:22]([O:26][C:27]([N:29]1[CH2:33][C@@H:32]([O:34][CH2:35][CH3:36])[CH2:31][C@H:30]1[C:37]([OH:39])=[O:38])=[O:28])([CH3:25])([CH3:24])[CH3:23].CCN(C(C)C)C(C)C. The product is [CH2:35]([O:34][C@@H:32]1[CH2:33][N:29]([C:27]([O:26][C:22]([CH3:23])([CH3:25])[CH3:24])=[O:28])[C@H:30]([C:37]([O:39][CH:2]2[CH2:20][CH2:19][C:5]3=[CH:6][C:7]4[C:8]5[CH:17]=[CH:16][C:15]([Cl:18])=[CH:14][C:9]=5[CH2:10][O:11][C:12]=4[CH:13]=[C:4]3[C:3]2=[O:21])=[O:38])[CH2:31]1)[CH3:36]. The catalyst is CC#N.CCOC(C)=O. (4) The reactants are [H-].[Na+].[C:3]([O:7][C:8]([N:10]1[CH2:15][CH2:14][CH2:13][C@@H:12]([NH:16][C:17]2[CH:22]=[CH:21][N:20]=[C:19]([C:23]3[N:27]4[CH:28]=[C:29]([C:32]#[N:33])[CH:30]=[CH:31][C:26]4=[N:25][CH:24]=3)[N:18]=2)[CH2:11]1)=[O:9])([CH3:6])([CH3:5])[CH3:4].[H][H].[CH3:36]I. The catalyst is CN(C=O)C. The product is [C:3]([O:7][C:8]([N:10]1[CH2:15][CH2:14][CH2:13][CH:12]([N:16]([C:17]2[CH:22]=[CH:21][N:20]=[C:19]([C:23]3[N:27]4[CH:28]=[C:29]([C:32]#[N:33])[CH:30]=[CH:31][CH:26]4[NH:25][CH:24]=3)[N:18]=2)[CH3:36])[CH2:11]1)=[O:9])([CH3:6])([CH3:4])[CH3:5]. The yield is 0.160. (5) The reactants are Cl.[NH2:2][C:3]([NH2:5])=[NH:4].[F:6][C:7]1[CH:14]=[CH:13][C:10]([CH:11]=O)=[CH:9][CH:8]=1.[CH3:15][CH:16]([CH3:24])[C:17](=O)[CH2:18][C:19]([O:21][CH3:22])=[O:20].C(=O)([O-])[O-].[K+].[K+]. The catalyst is CN(C=O)C. The product is [NH2:4][C:3]1[NH:5][CH:17]([CH:16]([CH3:24])[CH3:15])[C:18]([C:19]([O:21][CH3:22])=[O:20])=[C:11]([C:10]2[CH:13]=[CH:14][C:7]([F:6])=[CH:8][CH:9]=2)[N:2]=1. The yield is 0.550. (6) The reactants are [CH:1]1([C:6]([O:8]CC)=O)[CH2:5][CH2:4][CH2:3][CH2:2]1.C1(C(O)=O)CCCC1.[C:19](#[N:21])[CH3:20].[H-].[Na+]. The catalyst is C1COCC1. The product is [CH:1]1([C:6](=[O:8])[CH2:20][C:19]#[N:21])[CH2:2][CH2:3][CH2:4][CH2:5]1. The yield is 0.900. (7) The reactants are [C:1]([O:5][C:6]([N:8]1[CH2:13][CH2:12][C:11](=O)[CH2:10][CH2:9]1)=[O:7])([CH3:4])([CH3:3])[CH3:2].[NH:15]1[CH2:18][CH2:17][CH2:16]1.C(O[BH-](OC(=O)C)OC(=O)C)(=O)C.[Na+]. The catalyst is ClC(Cl)C. The product is [C:1]([O:5][C:6]([N:8]1[CH2:13][CH2:12][CH:11]([N:15]2[CH2:18][CH2:17][CH2:16]2)[CH2:10][CH2:9]1)=[O:7])([CH3:4])([CH3:3])[CH3:2]. The yield is 0.950.